Dataset: Full USPTO retrosynthesis dataset with 1.9M reactions from patents (1976-2016). Task: Predict the reactants needed to synthesize the given product. Given the product [Cl:26][C:27]1[CH:28]=[C:29]([CH:32]=[CH:33][CH:34]=1)[CH2:30][NH:31][C:22]([C:16]1[CH:15]=[C:14]2[C:19]([C:20](=[O:21])[N:11]([C:4]3[C:3]([O:2][CH3:1])=[CH:8][C:7]([O:9][CH3:10])=[CH:6][N:5]=3)[C:12](=[S:25])[NH:13]2)=[CH:18][CH:17]=1)=[O:23], predict the reactants needed to synthesize it. The reactants are: [CH3:1][O:2][C:3]1[C:4]([N:11]2[C:20](=[O:21])[C:19]3[C:14](=[CH:15][C:16]([C:22](O)=[O:23])=[CH:17][CH:18]=3)[NH:13][C:12]2=[S:25])=[N:5][CH:6]=[C:7]([O:9][CH3:10])[CH:8]=1.[Cl:26][C:27]1[CH:28]=[C:29]([CH:32]=[CH:33][CH:34]=1)[CH2:30][NH2:31].CCN(C(C)C)C(C)C.CN(C(ON1N=NC2C=CC=CC1=2)=[N+](C)C)C.[B-](F)(F)(F)F.